From a dataset of Peptide-MHC class II binding affinity with 134,281 pairs from IEDB. Regression. Given a peptide amino acid sequence and an MHC pseudo amino acid sequence, predict their binding affinity value. This is MHC class II binding data. (1) The binding affinity (normalized) is 0.251. The MHC is DRB1_0701 with pseudo-sequence DRB1_0701. The peptide sequence is FDPYGATISATPESA. (2) The peptide sequence is SGKAFGAMAKKGQED. The binding affinity (normalized) is 0. The MHC is HLA-DQA10501-DQB10201 with pseudo-sequence HLA-DQA10501-DQB10201. (3) The peptide sequence is CGKYLFNWAVRTKLKLTPIA. The MHC is DRB1_0301 with pseudo-sequence DRB1_0301. The binding affinity (normalized) is 0.531.